Binary Classification. Given two protein amino acid sequences, predict whether they physically interact or not. From a dataset of Human Reference Interactome with 51,813 positive PPI pairs across 8,248 proteins, plus equal number of experimentally-validated negative pairs. (1) Protein 1 (ENSG00000182963) has sequence MSWSFLTRLLEEIHNHSTFVGKIWLTVLIVFRIVLTAVGGESIYYDEQSKFVCNTEQPGCENVCYDAFAPLSHVRFWVFQIILVATPSVMYLGYAIHKIAKMEHGEADKKAARSKPYAMRWKQHRALEETEEDNEEDPMMYPEMELESDKENKEQSQPKPKHDGRRRIREDGLMKIYVLQLLARTVFEVGFLIGQYFLYGFQVHPFYVCSRLPCPHKIDCFISRPTEKTIFLLIMYGVTGLCLLLNIWEMLHLGFGTIRDSLNSKRRELEDPGAYNYPFTWNTPSAPPGYNIAVKPDQIQ.... Result: 0 (the proteins do not interact). Protein 2 (ENSG00000129911) has sequence MSAAVACVDYFAADVLMAISSGAVVHRGRPGPEGAGPAAGLDVRAARREAASPGTPGPPPPPPAASGPGPGAAAAPHLLAASILADLRGGPGAAPGGASPASSSSAASSPSSGRAPGAAPSAAAKSHRCPFPDCAKAYYKSSHLKSHLRTHTGERPFACDWQGCDKKFARSDELARHHRTHTGEKRFSCPLCSKRFTRSDHLAKHARRHPGFHPDLLRRPGARSTSPSDSLPCSLAGSPAPSPAPSPAPAGL*MAAPAAVAGAPGAQRGERPFACDWQGCDKKFARSDELARHHRTHTGE.... (2) Protein 2 (ENSG00000135077) has sequence MFSHLPFDCVLLLLLLLLTRSSEVEYRAEVGQNAYLPCFYTPAAPGNLVPVCWGKGACPVFECGNVVLRTDERDVNYWTSRYWLNGDFRKGDVSLTIENVTLADSGIYCCRIQIPGIMNDEKFNLKLVIKPAKVTPAPTRQRDFTAAFPRMLTTRGHGPAETQTLGSLPDINLTQISTLANELRDSRLANDLRDSGATIRIGIYIGAGICAGLALALIFGALIFKWYSHSKEKIQNLSLISLANLPPSGLANAVAEGIRSEENIYTIEENVYEVEEPNEYYCYVSSRQQPSQPLGCRFAM.... Result: 0 (the proteins do not interact). Protein 1 (ENSG00000278522) has sequence MVAEVCSMPAASAVKKPFDLRSKMGKWCHHRFPCCRGSGKSNMGTSGDHDDSFMKTLRSKMGKCCHHCFPCCRGSGTSNVGTSGDHDNSFMKTLRSKMGKWCCHCFPCCRGSGKSNVGTWGDYDDSAFMEPRYHVRREDLDKLHRAAWWGKVPRKDLIVMLRDTDMNKRDKQKRTALHLASANGNSEVVQLLLDRRCQLNVLDNKKRTALIKAVQCQEDECVLMLLEHGADGNIQDEYGNTALHYAIYNEDKLMAKALLLYGADIESKNKCGLTPLLLGVHEQKQQVVKFLIKKKANLNA.... (3) Protein 1 (ENSG00000169925) has sequence MSTATTVAPAGIPATPGPVNPPPPEVSNPSKPGRKTNQLQYMQNVVVKTLWKHQFAWPFYQPVDAIKLNLPDYHKIIKNPMDMGTIKKRLENNYYWSASECMQDFNTMFTNCYIYNKPTDDIVLMAQALEKIFLQKVAQMPQEEVELLPPAPKGKGRKPAAGAQSAGTQQVAAVSSVSPATPFQSVPPTVSQTPVIAATPVPTITANVTSVPVPPAAAPPPPATPIVPVVPPTPPVVKKKGVKRKADTTTPTTSAITASRSESPPPLSDPKQAKVVARRESGGRPIKPPKKDLEDGEVPQ.... Result: 0 (the proteins do not interact). Protein 2 (ENSG00000123700) has sequence MGSVRTNRYSIVSSEEDGMKLATMAVANGFGNGKSKVHTRQQCRSRFVKKDGHCNVQFINVGEKGQRYLADIFTTCVDIRWRWMLVIFCLAFVLSWLFFGCVFWLIALLHGDLDASKEGKACVSEVNSFTAAFLFSIETQTTIGYGFRCVTDECPIAVFMVVFQSIVGCIIDAFIIGAVMAKMAKPKKRNETLVFSHNAVIAMRDGKLCLMWRVGNLRKSHLVEAHVRAQLLKSRITSEGEYIPLDQIDINVGFDSGIDRIFLVSPITIVHEIDEDSPLYDLSKQDIDNADFEIVVILEG.... (4) Protein 1 (ENSG00000047634) has sequence MMSNSSSEIDVQEPNIVSDASCNTEEQLKTVDDVLIHCQVIYDALQNLDKKIDVIRRKVSKIQRFHARSLWTNHKRYGYKKHSYRLVKKLKLQKMKKNEVYETFSYPESYSPTLPVSRRENNSPSNLPRPSFCMEEYQRAELEEDPILSRTPSPVHPSDFSEHNCQPYYASDGATYGSSSGLCLGNPRADSIHNTYSTDHASAAPPSVTRSPVENDGYIEEGSITKHPSTWSVEAVVLFLKQTDPLALCPLVDLFRSHEIDGKALLLLTSDVLLKHLGVKLGTAVKLCYYIDRLKQGKCF.... Protein 2 (ENSG00000178386) has sequence MTMSKEAVTFKDVAVVFTEEELGLLDLAQRKLYRDVMLENFRNLLSVGHQPFHRDTFHFLREEKFWMMDIATQREGNSGGKIQPEMKTFPEAGPHEGWSCQQIWEEIASDLTRPQDSTIKSSQFFEQGDAHSQVEEGLSIMHTGQKPSNCGKCKQSFSDMSIFDLPQQIRSAEKSHSCDECGKSFCYISALHIHQRVHLGEKLFKCDVCGKEFSQSLHLQTHQRVHTGEKPFKCEQCGRGFRCRSALTVHCKLHMGEKHYNCEACGRAFIHDFQLQKHQRIHTGEKPFKCEICSVSFRLR.... Result: 0 (the proteins do not interact).